From a dataset of NCI-60 drug combinations with 297,098 pairs across 59 cell lines. Regression. Given two drug SMILES strings and cell line genomic features, predict the synergy score measuring deviation from expected non-interaction effect. Drug 1: C1=CC(=CC=C1CCCC(=O)O)N(CCCl)CCCl. Drug 2: C1=CC=C(C(=C1)C(C2=CC=C(C=C2)Cl)C(Cl)Cl)Cl. Cell line: UACC-257. Synergy scores: CSS=-3.75, Synergy_ZIP=-3.93, Synergy_Bliss=-8.90, Synergy_Loewe=-10.0, Synergy_HSA=-8.30.